From a dataset of Reaction yield outcomes from USPTO patents with 853,638 reactions. Predict the reaction yield, written as a fraction of the theoretical maximum amount of product (1.0 means a 100% yield; for example, 0.34 means a 34% yield). (1) The reactants are [Cl:1][C:2]1[N:3]=[C:4]([N:19]2[CH2:24][CH2:23][O:22][CH2:21][CH2:20]2)[C:5]2[CH2:11][CH2:10][N:9]([C:12]([O:14][C:15]([CH3:18])([CH3:17])[CH3:16])=[O:13])[CH2:8][C:6]=2[N:7]=1.[C:25]([Li])(C)(C)C.CI. The catalyst is O1CCCC1.CCCCC. The product is [Cl:1][C:2]1[N:3]=[C:4]([N:19]2[CH2:24][CH2:23][O:22][CH2:21][CH2:20]2)[C:5]2[CH2:11][CH2:10][N:9]([C:12]([O:14][C:15]([CH3:18])([CH3:17])[CH3:16])=[O:13])[CH:8]([CH3:25])[C:6]=2[N:7]=1. The yield is 0.870. (2) The reactants are [CH2:1]([O:3]C1C=C(C=O)C=C(O)C=1C(OC)=O)[CH3:2].[OH:17][C:18]1[CH:19]=[C:20]([CH:23]=[CH:24][C:25]=1[O:26][CH3:27])[CH:21]=[O:22].BrCCO. No catalyst specified. The product is [OH:3][CH2:1][CH2:2][O:17][C:18]1[CH:19]=[C:20]([CH:23]=[CH:24][C:25]=1[O:26][CH3:27])[CH:21]=[O:22]. The yield is 0.625.